This data is from Reaction yield outcomes from USPTO patents with 853,638 reactions. The task is: Predict the reaction yield, written as a fraction of the theoretical maximum amount of product (1.0 means a 100% yield; for example, 0.34 means a 34% yield). (1) The catalyst is C1(C)C=CC=CC=1.O1CCOCC1.C1(C)C=CC(S(O)(=O)=O)=CC=1. The product is [CH2:1]([N:8]1[CH2:13][CH2:12][C:11]2[NH:24][C:20](=[O:23])[CH2:21][CH2:22][C:10]=2[CH2:9]1)[C:2]1[CH:7]=[CH:6][CH:5]=[CH:4][CH:3]=1. The yield is 0.650. The reactants are [CH2:1]([N:8]1[CH2:13][CH2:12][C:11](=O)[CH2:10][CH2:9]1)[C:2]1[CH:7]=[CH:6][CH:5]=[CH:4][CH:3]=1.N1CCCC1.[C:20]([NH2:24])(=[O:23])[CH:21]=[CH2:22]. (2) The reactants are C([O:4][C:5]1[CH:10]=[CH:9][C:8]([S:11]([N:14]([CH2:24][C:25]2[CH:34]=[CH:33][C:28]([C:29]([O:31]C)=[O:30])=[CH:27][CH:26]=2)[CH2:15][C:16]2[CH:21]=[CH:20][CH:19]=[CH:18][C:17]=2[O:22][CH3:23])(=[O:13])=[O:12])=[CH:7][CH:6]=1)(=O)C.[OH-].[Na+]. The catalyst is C1COCC1. The product is [OH:4][C:5]1[CH:6]=[CH:7][C:8]([S:11]([N:14]([CH2:24][C:25]2[CH:26]=[CH:27][C:28]([C:29]([OH:31])=[O:30])=[CH:33][CH:34]=2)[CH2:15][C:16]2[CH:21]=[CH:20][CH:19]=[CH:18][C:17]=2[O:22][CH3:23])(=[O:12])=[O:13])=[CH:9][CH:10]=1. The yield is 0.150. (3) The reactants are [CH2:1]([N:8]1[C:16]2[C:15](SC)=[N:14][C:13](=[O:19])[N:12]([CH2:20][CH2:21][CH2:22][CH2:23][CH3:24])[C:11]=2[N:10]=[CH:9]1)[C:2]1[CH:7]=[CH:6][CH:5]=[CH:4][CH:3]=1.[NH2:25][NH2:26]. No catalyst specified. The product is [CH2:1]([N:8]1[C:16]2/[C:15](=[N:25]/[NH2:26])/[NH:14][C:13](=[O:19])[N:12]([CH2:20][CH2:21][CH2:22][CH2:23][CH3:24])[C:11]=2[N:10]=[CH:9]1)[C:2]1[CH:7]=[CH:6][CH:5]=[CH:4][CH:3]=1. The yield is 0.600. (4) The product is [NH2:1][C:2]1[CH:10]=[C:9]([F:11])[CH:8]=[CH:7][C:3]=1[C:4]([O:6][CH2:16][CH3:17])=[O:5]. The reactants are [NH2:1][C:2]1[CH:10]=[C:9]([F:11])[CH:8]=[CH:7][C:3]=1[C:4]([OH:6])=[O:5].S(Cl)(Cl)=O.[CH2:16](O)[CH3:17]. No catalyst specified. The yield is 0.940. (5) The reactants are Cl.[CH2:2]([N:9]1[CH2:14][CH2:13][O:12][CH:11]([C:15]([OH:17])=O)[CH2:10]1)[C:3]1[CH:8]=[CH:7][CH:6]=[CH:5][CH:4]=1.CN(C=O)C.C(Cl)(=O)C(Cl)=O.[CH3:29][O:30][C:31]1[C:45]([O:46][CH3:47])=[CH:44][C:34]2[NH:35][C:36]([C:38]3[C:42]([NH2:43])=[CH:41][NH:40][N:39]=3)=[N:37][C:33]=2[CH:32]=1.C(N(C(C)C)CC)(C)C. The catalyst is C1COCC1.CO. The product is [CH3:47][O:46][C:45]1[C:31]([O:30][CH3:29])=[CH:32][C:33]2[NH:37][C:36]([C:38]3[C:42]([NH:43][C:15]([CH:11]4[O:12][CH2:13][CH2:14][N:9]([CH2:2][C:3]5[CH:4]=[CH:5][CH:6]=[CH:7][CH:8]=5)[CH2:10]4)=[O:17])=[CH:41][NH:40][N:39]=3)=[N:35][C:34]=2[CH:44]=1. The yield is 0.0900. (6) The reactants are [CH2:1](Br)[C:2]1[CH:7]=[CH:6][CH:5]=[CH:4][CH:3]=1.C(=O)([O-])[O-].[K+].[K+].[BH4-].[Na+].[C:17](#[N:19])[CH3:18]. No catalyst specified. The product is [CH2:1]([N:19]([CH2:1][C:2]1[CH:7]=[CH:6][CH:5]=[CH:4][CH:3]=1)[CH2:17][CH2:18][N:19]1[CH2:17][CH2:18][N:19]([CH2:1][C:2]2[CH:7]=[CH:6][CH:5]=[CH:4][CH:3]=2)[CH2:17][CH2:18][N:19]([CH2:1][C:2]2[CH:7]=[CH:6][CH:5]=[CH:4][CH:3]=2)[CH2:17][CH2:18]1)[C:2]1[CH:7]=[CH:6][CH:5]=[CH:4][CH:3]=1. The yield is 0.450. (7) The reactants are [CH2:1]([C:8]1[N:9]([C:14]2[S:15][CH:16]=[CH:17][CH:18]=2)[C:10](=O)[NH:11][N:12]=1)[C:2]1[CH:7]=[CH:6][CH:5]=[CH:4][CH:3]=1.COC1C=CC(P2(SP(C3C=CC(OC)=CC=3)(=S)S2)=[S:28])=CC=1. The catalyst is C1(C)C=CC=CC=1. The product is [CH2:1]([C:8]1[N:9]([C:14]2[S:15][CH:16]=[CH:17][CH:18]=2)[C:10](=[S:28])[NH:11][N:12]=1)[C:2]1[CH:7]=[CH:6][CH:5]=[CH:4][CH:3]=1. The yield is 0.230. (8) The reactants are Br[C:2]1[CH:7]=[CH:6][CH:5]=[C:4]([O:8][CH2:9][CH2:10][CH2:11][CH2:12][CH2:13][CH2:14][CH2:15][CH3:16])[CH:3]=1.[N:17]1[CH:22]=[CH:21][CH:20]=[C:19](B(O)O)[CH:18]=1.C([O-])([O-])=O.[Na+].[Na+].C(Cl)Cl. The catalyst is C1C=CC(P(C2C=CC=CC=2)[C-]2C=CC=C2)=CC=1.C1C=CC(P(C2C=CC=CC=2)[C-]2C=CC=C2)=CC=1.Cl[Pd]Cl.[Fe+2].C1(C)C=CC=CC=1.CCO.O. The product is [CH2:9]([O:8][C:4]1[CH:3]=[C:2]([C:19]2[CH:18]=[N:17][CH:22]=[CH:21][CH:20]=2)[CH:7]=[CH:6][CH:5]=1)[CH2:10][CH2:11][CH2:12][CH2:13][CH2:14][CH2:15][CH3:16]. The yield is 0.600. (9) The reactants are [CH:1]1([C@H:7]([NH:12][C:13]([C:15]2[CH:19]=[C:18]([C:20]3[CH:25]=[CH:24][C:23]([O:26][CH3:27])=[CH:22][CH:21]=3)[S:17][C:16]=2[NH:28][C:29]([NH:31][C:32]2[C:37]([Cl:38])=[CH:36][C:35]([O:39][C:40]([F:43])([F:42])[F:41])=[CH:34][C:33]=2[Cl:44])=[O:30])=[O:14])[C:8]([O:10]C)=[O:9])[CH2:6][CH2:5][CH2:4][CH2:3][CH2:2]1.[OH-].[Li+]. The product is [CH:1]1([C@H:7]([NH:12][C:13]([C:15]2[CH:19]=[C:18]([C:20]3[CH:25]=[CH:24][C:23]([O:26][CH3:27])=[CH:22][CH:21]=3)[S:17][C:16]=2[NH:28][C:29]([NH:31][C:32]2[C:33]([Cl:44])=[CH:34][C:35]([O:39][C:40]([F:42])([F:43])[F:41])=[CH:36][C:37]=2[Cl:38])=[O:30])=[O:14])[C:8]([OH:10])=[O:9])[CH2:6][CH2:5][CH2:4][CH2:3][CH2:2]1. The yield is 0.700. The catalyst is C1COCC1.